From a dataset of Forward reaction prediction with 1.9M reactions from USPTO patents (1976-2016). Predict the product of the given reaction. (1) Given the reactants [NH2:1][C:2]1[S:3][C:4]2[CH:10]=[CH:9][CH:8]=[C:7]([O:11][CH3:12])[C:5]=2[N:6]=1.[C:13](Cl)(=[O:20])[C:14]1[CH:19]=[CH:18][CH:17]=[CH:16][CH:15]=1, predict the reaction product. The product is: [CH3:12][O:11][C:7]1[C:5]2[N:6]=[C:2]([NH:1][C:13](=[O:20])[C:14]3[CH:19]=[CH:18][CH:17]=[CH:16][CH:15]=3)[S:3][C:4]=2[CH:10]=[CH:9][CH:8]=1. (2) Given the reactants [C:1]([O:5][C:6]([NH:8][CH2:9][C:10]1[N:11]([CH2:30][CH:31]([CH3:33])[CH3:32])[C:12](=[O:29])[C:13]2[C:18]([C:19]=1[C:20]1[CH:25]=[CH:24][CH:23]=[CH:22][CH:21]=1)=[CH:17][C:16]([C:26]([NH2:28])=O)=[CH:15][CH:14]=2)=[O:7])([CH3:4])([CH3:3])[CH3:2].COC1C=CC(P2(SP(C3C=CC(OC)=CC=3)(=S)S2)=[S:43])=CC=1, predict the reaction product. The product is: [NH2:28][C:26]([C:16]1[CH:17]=[C:18]2[C:13](=[CH:14][CH:15]=1)[C:12](=[O:29])[N:11]([CH2:30][CH:31]([CH3:33])[CH3:32])[C:10]([CH2:9][NH:8][C:6](=[O:7])[O:5][C:1]([CH3:4])([CH3:3])[CH3:2])=[C:19]2[C:20]1[CH:25]=[CH:24][CH:23]=[CH:22][CH:21]=1)=[S:43].